From a dataset of Forward reaction prediction with 1.9M reactions from USPTO patents (1976-2016). Predict the product of the given reaction. (1) Given the reactants C1O[C:5]([OH:9])([CH2:7][OH:8])[CH2:4][O:3][C:2]1([OH:12])[CH2:10]O.[C:13]([OH:22])(=O)[CH2:14][CH2:15][CH2:16][CH2:17][CH2:18][CH2:19][CH3:20].[CH2:23]1[CH2:28][CH2:27][CH:26](N=C=N[CH:23]2[CH2:28][CH2:27][CH2:26][CH2:25][CH2:24]2)[CH2:25][CH2:24]1, predict the reaction product. The product is: [C:13]([O:8][CH2:7][C:5]([CH2:4][O:3][C:2](=[O:12])[CH2:10][CH2:27][CH2:28][CH2:23][CH2:24][CH2:25][CH3:26])=[O:9])(=[O:22])[CH2:14][CH2:15][CH2:16][CH2:17][CH2:18][CH2:19][CH3:20]. (2) Given the reactants C(O[C:6]([N:8]1[CH2:12][CH:11]([O:13][C:14]2[CH:23]=[N:22][C:21]3[C:16](=[CH:17][CH:18]=[CH:19][CH:20]=3)[N:15]=2)[CH:10]([O:24][CH3:25])[CH2:9]1)=O)(C)(C)C.FC(F)(F)C(O)=O.C(=O)(O)[O-].[Na+].ClC1[C:48]2[C:43](=[CH:44][C:45]([O:51][CH3:52])=[C:46]([O:49][CH3:50])[CH:47]=2)[N:42]=[CH:41][N:40]=1.Cl, predict the reaction product. The product is: [CH3:50][O:49][C:46]1[CH:47]=[C:48]2[C:43](=[CH:44][C:45]=1[O:51][CH3:52])[N:42]=[CH:41][N:40]=[C:6]2[N:8]1[CH2:12][CH:11]([O:13][C:14]2[CH:23]=[N:22][C:21]3[C:16](=[CH:17][CH:18]=[CH:19][CH:20]=3)[N:15]=2)[CH:10]([O:24][CH3:25])[CH2:9]1. (3) Given the reactants [N+:1]([C:4]1[CH:5]=[CH:6][C:7]([C:23]([N:25]2[CH2:30][CH2:29][CH2:28][CH2:27][CH2:26]2)=[O:24])=[C:8]([NH:10][S:11]([C:14]2[C:19]3=[N:20][S:21][N:22]=[C:18]3[CH:17]=[CH:16][CH:15]=2)(=[O:13])=[O:12])[CH:9]=1)([O-])=O, predict the reaction product. The product is: [NH2:1][C:4]1[CH:5]=[CH:6][C:7]([C:23]([N:25]2[CH2:26][CH2:27][CH2:28][CH2:29][CH2:30]2)=[O:24])=[C:8]([NH:10][S:11]([C:14]2[C:19]3=[N:20][S:21][N:22]=[C:18]3[CH:17]=[CH:16][CH:15]=2)(=[O:13])=[O:12])[CH:9]=1. (4) Given the reactants [Br:1][C:2]1[CH:7]=[CH:6][C:5]([NH:8][C:9](=[O:12])[CH:10]=[CH2:11])=[CH:4][CH:3]=1.[ClH:13].[CH2:14]([O:21][C:22]1[CH:23]=[C:24]([C:28]2([F:34])[CH2:33][CH2:32][NH:31][CH2:30][CH2:29]2)[CH:25]=[CH:26][CH:27]=1)[C:15]1[CH:20]=[CH:19][CH:18]=[CH:17][CH:16]=1.C(=O)(O)[O-].[Na+], predict the reaction product. The product is: [ClH:13].[CH2:14]([O:21][C:22]1[CH:23]=[C:24]([C:28]2([F:34])[CH2:29][CH2:30][N:31]([CH2:11][CH2:10][C:9]([NH:8][C:5]3[CH:4]=[CH:3][C:2]([Br:1])=[CH:7][CH:6]=3)=[O:12])[CH2:32][CH2:33]2)[CH:25]=[CH:26][CH:27]=1)[C:15]1[CH:16]=[CH:17][CH:18]=[CH:19][CH:20]=1. (5) Given the reactants [CH2:1]([C:8]1([CH3:17])[NH:13][C:12](=[O:14])[CH2:11][N:10]([CH3:15])[C:9]1=[O:16])[C:2]1[CH:7]=[CH:6][CH:5]=[CH:4][CH:3]=1.[C:18](OC(=O)C)(=[O:20])[CH3:19], predict the reaction product. The product is: [C:18]([N:13]1[C:12](=[O:14])[CH2:11][N:10]([CH3:15])[C:9](=[O:16])[C:8]1([CH2:1][C:2]1[CH:3]=[CH:4][CH:5]=[CH:6][CH:7]=1)[CH3:17])(=[O:20])[CH3:19]. (6) Given the reactants [Br:1][C:2]1[CH:3]=[C:4]([C:13]2[N:17]([C:18]3[CH:19]=[N:20][C:21]([F:24])=[CH:22][CH:23]=3)[N:16]=[C:15]([C:25]([OH:27])=O)[CH:14]=2)[CH:5]=[C:6]([O:8][C:9]([F:12])([F:11])[F:10])[CH:7]=1.ClC1C=C(C2N(C3C=CC=CN=3)N=C(C(N3CC(=O)NC3)=O)C=2)C=C(F)C=1.[S:55]1[CH2:59][CH2:58][NH:57][CH2:56]1, predict the reaction product. The product is: [Br:1][C:2]1[CH:3]=[C:4]([C:13]2[N:17]([C:18]3[CH:19]=[N:20][C:21]([F:24])=[CH:22][CH:23]=3)[N:16]=[C:15]([C:25]([N:57]3[CH2:58][CH2:59][S:55][CH2:56]3)=[O:27])[CH:14]=2)[CH:5]=[C:6]([O:8][C:9]([F:12])([F:10])[F:11])[CH:7]=1.